This data is from Catalyst prediction with 721,799 reactions and 888 catalyst types from USPTO. The task is: Predict which catalyst facilitates the given reaction. (1) Reactant: [C:1]([OH:10])(=[O:9])/[CH:2]=[CH:3]\[CH:4]=[CH:5]\[C:6]([OH:8])=[O:7].II. Product: [C:1]([OH:10])(=[O:9])/[CH:2]=[CH:3]/[CH:4]=[CH:5]/[C:6]([OH:8])=[O:7]. The catalyst class is: 51. (2) Product: [CH3:15][O:14][C:12](=[O:13])[CH:9]([NH:8][C:6]([O:5][C:1]([CH3:4])([CH3:3])[CH3:2])=[O:7])[CH2:10][S:23]([CH3:22])(=[O:25])=[O:24]. Reactant: [C:1]([O:5][C:6]([NH:8][C@H:9]([C:12]([OH:14])=[O:13])[CH2:10]O)=[O:7])([CH3:4])([CH3:3])[CH3:2].[CH2:15](N(CC)CC)C.[CH3:22][S:23](Cl)(=[O:25])=[O:24].Cl. The catalyst class is: 4. (3) The catalyst class is: 137. Product: [F:20][C:7]1([F:19])[CH:6]([O:5][C:4]2[CH:21]=[CH:22][C:23]([C:25]3[N:30]=[C:29]([NH:31][C:32]4[CH:37]=[CH:36][C:35]([N:38]5[CH2:43][CH2:42][N:41]([CH:44]6[CH2:45][O:46][CH2:47]6)[CH2:40][CH2:39]5)=[CH:34][CH:33]=4)[N:28]=[CH:27][N:26]=3)=[CH:24][C:3]=2[C:1]#[N:2])[CH2:11][CH2:10][NH:9][CH2:8]1. Reactant: [C:1]([C:3]1[CH:24]=[C:23]([C:25]2[N:30]=[C:29]([NH:31][C:32]3[CH:37]=[CH:36][C:35]([N:38]4[CH2:43][CH2:42][N:41]([CH:44]5[CH2:47][O:46][CH2:45]5)[CH2:40][CH2:39]4)=[CH:34][CH:33]=3)[N:28]=[CH:27][N:26]=2)[CH:22]=[CH:21][C:4]=1[O:5][CH:6]1[CH2:11][CH2:10][N:9](C(OC(C)(C)C)=O)[CH2:8][C:7]1([F:20])[F:19])#[N:2]. (4) Reactant: [F:1][C:2]1[CH:10]=[CH:9][C:5]([C:6](Cl)=[O:7])=[CH:4][CH:3]=1.[F:11][C:12]1[CH:13]=[C:14]([NH2:19])[CH:15]=[C:16]([NH2:18])[CH:17]=1.C(N(CC)CC)C. Product: [NH2:19][C:14]1[CH:15]=[C:16]([NH:18][C:6](=[O:7])[C:5]2[CH:9]=[CH:10][C:2]([F:1])=[CH:3][CH:4]=2)[CH:17]=[C:12]([F:11])[CH:13]=1. The catalyst class is: 1. (5) Reactant: [CH3:1][N:2]([CH3:25])[S:3]([N:6]1[C:10](SC2C=CC=CC=2)=[CH:9][N:8]=[C:7]1[Si:18]([C:21]([CH3:24])([CH3:23])[CH3:22])([CH3:20])[CH3:19])(=[O:5])=[O:4].CC(C[AlH]CC(C)C)C.CO.[C@H](O)(C([O-])=O)[C@@H](O)[C:39]([O-])=[O:40].[Na+].[K+]. Product: [CH3:25][N:2]([CH3:1])[S:3]([N:6]1[C:10]([CH:39]=[O:40])=[CH:9][N:8]=[C:7]1[Si:18]([C:21]([CH3:23])([CH3:24])[CH3:22])([CH3:19])[CH3:20])(=[O:5])=[O:4]. The catalyst class is: 28. (6) Reactant: Cl.[CH3:2][O:3][C:4](=[O:13])[CH:5]([NH2:12])[C:6]1[CH:11]=[CH:10][CH:9]=[CH:8][CH:7]=1.C(N(CC)CC)C.[CH:21](=O)[C:22]1[CH:27]=[CH:26][CH:25]=[CH:24][CH:23]=1.[O-]S([O-])(=O)=O.[Mg+2]. Product: [CH3:2][O:3][C:4](=[O:13])[CH:5]([N:12]=[CH:21][C:22]1[CH:27]=[CH:26][CH:25]=[CH:24][CH:23]=1)[C:6]1[CH:7]=[CH:8][CH:9]=[CH:10][CH:11]=1. The catalyst class is: 4. (7) Product: [CH3:12][NH:13][C:14]([NH:1][C:2]1[CH:10]=[C:9]([OH:11])[CH:8]=[C:4]([C:5]([OH:7])=[O:6])[CH:3]=1)=[S:15]. The catalyst class is: 9. Reactant: [NH2:1][C:2]1[CH:3]=[C:4]([CH:8]=[C:9]([OH:11])[CH:10]=1)[C:5]([OH:7])=[O:6].[CH3:12][N:13]=[C:14]=[S:15]. (8) Reactant: Br[C:2]1[CH:3]=[C:4]([CH2:8][CH2:9][NH:10][C:11](=O)C(F)(F)F)[CH:5]=[CH:6][CH:7]=1.C=O.S(=O)(=O)(O)O. Product: [CH2:11]1[C:3]2[C:4](=[CH:5][CH:6]=[CH:7][CH:2]=2)[CH2:8][CH2:9][NH:10]1. The catalyst class is: 15. (9) Reactant: C(OC([C:6]([C:20]([O:22]CC)=[O:21])([CH2:11][CH2:12][C:13]1[CH:18]=[CH:17][CH:16]=[CH:15][C:14]=1[CH3:19])[CH2:7][C:8]([OH:10])=O)=O)C.C(Cl)(=O)C(Cl)=O.O.Cl. Product: [CH3:19][C:14]1[C:13]2[CH2:12][CH2:11][CH:6]([C:20]([OH:22])=[O:21])[CH2:7][C:8](=[O:10])[C:18]=2[CH:17]=[CH:16][CH:15]=1. The catalyst class is: 2. (10) Reactant: ClC1C=CC=C(C(OO)=[O:9])C=1.[Br:12][C:13]1[CH:14]=[C:15]([C:19]([N:21]2[C:29]3[C:24](=[CH:25][C:26]([F:30])=[CH:27][CH:28]=3)[CH2:23][CH2:22]2)=[O:20])[CH:16]=[N:17][CH:18]=1. Product: [Br:12][C:13]1[CH:18]=[N+:17]([O-:9])[CH:16]=[C:15]([C:19]([N:21]2[C:29]3[C:24](=[CH:25][C:26]([F:30])=[CH:27][CH:28]=3)[CH2:23][CH2:22]2)=[O:20])[CH:14]=1. The catalyst class is: 2.